Dataset: Peptide-MHC class I binding affinity with 185,985 pairs from IEDB/IMGT. Task: Regression. Given a peptide amino acid sequence and an MHC pseudo amino acid sequence, predict their binding affinity value. This is MHC class I binding data. (1) The peptide sequence is RQLLWRYQI. The MHC is HLA-A32:07 with pseudo-sequence HLA-A32:07. The binding affinity (normalized) is 1.00. (2) The peptide sequence is IPTNFSISI. The MHC is HLA-B07:02 with pseudo-sequence HLA-B07:02. The binding affinity (normalized) is 0.615. (3) The binding affinity (normalized) is 0.0847. The peptide sequence is TPRIANRLL. The MHC is HLA-B15:09 with pseudo-sequence HLA-B15:09.